Dataset: Full USPTO retrosynthesis dataset with 1.9M reactions from patents (1976-2016). Task: Predict the reactants needed to synthesize the given product. Given the product [CH3:40][C:41]([CH3:61])([CH3:60])[C@H:42]([N:46]1[CH2:50][CH2:49][N:48]([CH2:51][C:52]2[CH:57]=[CH:56][CH:55]=[C:54]([CH3:58])[CH:53]=2)[C:47]1=[O:59])[C:43]([NH:1][C@@H:2]([CH2:33][C:34]1[CH:35]=[CH:36][CH:37]=[CH:38][CH:39]=1)[C@@H:3]([OH:32])[CH2:4][C@H:5]([NH:19][C:20]([C@@H:22]([NH:27][C:28](=[O:31])[O:29][CH3:30])[C:23]([CH3:26])([CH3:25])[CH3:24])=[O:21])[CH2:6][C:7]1[CH:12]=[CH:11][C:10]([C:13]2[CH:18]=[CH:17][CH:16]=[CH:15][N:14]=2)=[CH:9][CH:8]=1)=[O:44], predict the reactants needed to synthesize it. The reactants are: [NH2:1][C@@H:2]([CH2:33][C:34]1[CH:39]=[CH:38][CH:37]=[CH:36][CH:35]=1)[C@@H:3]([OH:32])[CH2:4][C@H:5]([NH:19][C:20]([C@@H:22]([NH:27][C:28](=[O:31])[O:29][CH3:30])[C:23]([CH3:26])([CH3:25])[CH3:24])=[O:21])[CH2:6][C:7]1[CH:12]=[CH:11][C:10]([C:13]2[CH:18]=[CH:17][CH:16]=[CH:15][N:14]=2)=[CH:9][CH:8]=1.[CH3:40][C:41]([CH3:61])([CH3:60])[C@H:42]([N:46]1[CH2:50][CH2:49][N:48]([CH2:51][C:52]2[CH:57]=[CH:56][CH:55]=[C:54]([CH3:58])[CH:53]=2)[C:47]1=[O:59])[C:43](O)=[O:44].CCOP(ON1N=NC2C=CC=CC=2C1=O)(OCC)=O.C(N(CC)C(C)C)(C)C.